Predict the reactants needed to synthesize the given product. From a dataset of Full USPTO retrosynthesis dataset with 1.9M reactions from patents (1976-2016). (1) Given the product [F:1][CH:2]([F:11])[O:3][C:4]1[CH:5]=[C:6]([NH:10][C:22]([NH:31][C:32]2[CH:33]=[CH:34][C:35]([C:38]3[C:48]4[C:47](=[O:49])[N:46]([CH2:50][CH3:51])[CH2:45][C:44]([CH3:53])([CH3:52])[O:43][C:42]=4[N:41]=[C:40]([N:54]4[CH2:55][CH:56]5[O:61][CH:59]([CH2:58][CH2:57]5)[CH2:60]4)[N:39]=3)=[CH:36][CH:37]=2)=[O:23])[CH:7]=[CH:8][CH:9]=1, predict the reactants needed to synthesize it. The reactants are: [F:1][CH:2]([F:11])[O:3][C:4]1[CH:5]=[C:6]([NH2:10])[CH:7]=[CH:8][CH:9]=1.CCN(C(C)C)C(C)C.Cl[C:22](OC1C=CC=CC=1)=[O:23].[NH2:31][C:32]1[CH:37]=[CH:36][C:35]([C:38]2[C:48]3[C:47](=[O:49])[N:46]([CH2:50][CH3:51])[CH2:45][C:44]([CH3:53])([CH3:52])[O:43][C:42]=3[N:41]=[C:40]([N:54]3[CH2:60][CH:59]4[O:61][CH:56]([CH2:57][CH2:58]4)[CH2:55]3)[N:39]=2)=[CH:34][CH:33]=1. (2) Given the product [N:1]([C:2]1[CH:9]=[CH:8][C:5]([C:6]#[N:7])=[C:4]([CH3:10])[N:3]=1)=[C:11]=[S:12], predict the reactants needed to synthesize it. The reactants are: [NH2:1][C:2]1[CH:9]=[CH:8][C:5]([C:6]#[N:7])=[C:4]([CH3:10])[N:3]=1.[C:11](N1C=CC=CC1=O)(N1C=CC=CC1=O)=[S:12]. (3) Given the product [Cl:1][C:2]1[CH:3]=[C:4]([C@@H:8]2[C@@H:13]([C:14]3[CH:15]=[CH:16][C:17]([Cl:20])=[CH:18][CH:19]=3)[N:12]([C@@H:21]([CH2:31][CH3:32])[CH2:22][N:23]([CH3:30])[S:24]([CH:27]3[CH2:28][CH2:29]3)(=[O:25])=[O:26])[C:11](=[O:33])[C@H:10]([CH:34]([CH3:39])[C:35]([OH:37])=[O:36])[CH2:9]2)[CH:5]=[CH:6][CH:7]=1, predict the reactants needed to synthesize it. The reactants are: [Cl:1][C:2]1[CH:3]=[C:4]([C@@H:8]2[C@@H:13]([C:14]3[CH:19]=[CH:18][C:17]([Cl:20])=[CH:16][CH:15]=3)[N:12]([C@@H:21]([CH2:31][CH3:32])[CH2:22][N:23]([CH3:30])[S:24]([CH:27]3[CH2:29][CH2:28]3)(=[O:26])=[O:25])[C:11](=[O:33])[C@H:10]([CH:34]([CH3:39])[C:35]([O:37]C)=[O:36])[CH2:9]2)[CH:5]=[CH:6][CH:7]=1.[Li+].[OH-].Cl. (4) Given the product [CH2:25]([N:32]1[CH2:36][CH2:37][C:15]([C:4]2[N:3]=[C:2]([Cl:1])[N:7]=[C:6]([N:8]3[CH2:13][CH2:12][O:11][CH2:10][C@H:9]3[CH3:14])[CH:5]=2)([S:16]([CH:19]([CH3:21])[CH3:20])(=[O:18])=[O:17])[CH2:34][CH2:33]1)[C:26]1[CH:31]=[CH:30][CH:29]=[CH:28][CH:27]=1, predict the reactants needed to synthesize it. The reactants are: [Cl:1][C:2]1[N:7]=[C:6]([N:8]2[CH2:13][CH2:12][O:11][CH2:10][C@H:9]2[CH3:14])[CH:5]=[C:4]([CH2:15][S:16]([CH:19]([CH3:21])[CH3:20])(=[O:18])=[O:17])[N:3]=1.[H-].[Na+].Cl.[CH2:25]([N:32]([CH2:36][CH2:37]Cl)[CH2:33][CH2:34]Cl)[C:26]1[CH:31]=[CH:30][CH:29]=[CH:28][CH:27]=1.